Predict the product of the given reaction. From a dataset of Forward reaction prediction with 1.9M reactions from USPTO patents (1976-2016). Given the reactants Br[C:2]1[CH:7]=[CH:6][C:5]([C:8]2[N:12]([C:13]3[CH:18]=[CH:17][C:16]([S:19]([CH3:22])(=[O:21])=[O:20])=[C:15]([F:23])[CH:14]=3)[N:11]=[CH:10][CH:9]=2)=[CH:4][CH:3]=1.[O:24]1[CH:28]=[CH:27][CH:26]=[C:25]1B(O)O, predict the reaction product. The product is: [F:23][C:15]1[CH:14]=[C:13]([N:12]2[C:8]([C:5]3[CH:6]=[CH:7][C:2]([C:25]4[O:24][CH:28]=[CH:27][CH:26]=4)=[CH:3][CH:4]=3)=[CH:9][CH:10]=[N:11]2)[CH:18]=[CH:17][C:16]=1[S:19]([CH3:22])(=[O:21])=[O:20].